The task is: Predict which catalyst facilitates the given reaction.. This data is from Catalyst prediction with 721,799 reactions and 888 catalyst types from USPTO. (1) Reactant: [C:1]([O:5][C:6]([N:8]([C:31]([O:33][C:34]([CH3:37])([CH3:36])[CH3:35])=[O:32])[C:9]1[C:14]([C:15]([O:17][CH3:18])=[O:16])=[C:13]([OH:19])[C:12]([C:20]2[N:21]([CH:25]3[CH2:30][CH2:29][CH2:28][CH2:27][O:26]3)[N:22]=[CH:23][CH:24]=2)=[CH:11][CH:10]=1)=[O:7])([CH3:4])([CH3:3])[CH3:2].[F:38][C:39]([F:58])([F:57])[S:40](N([S:40]([C:39]([F:58])([F:57])[F:38])(=[O:42])=[O:41])C1C=CC=CC=1)(=[O:42])=[O:41].C(N(CC)CC)C. Product: [C:34]([O:33][C:31]([N:8]([C:6]([O:5][C:1]([CH3:3])([CH3:4])[CH3:2])=[O:7])[C:9]1[C:14]([C:15]([O:17][CH3:18])=[O:16])=[C:13]([O:19][S:40]([C:39]([F:58])([F:57])[F:38])(=[O:42])=[O:41])[C:12]([C:20]2[N:21]([CH:25]3[CH2:30][CH2:29][CH2:28][CH2:27][O:26]3)[N:22]=[CH:23][CH:24]=2)=[CH:11][CH:10]=1)=[O:32])([CH3:37])([CH3:36])[CH3:35]. The catalyst class is: 79. (2) Reactant: C([O:8][C:9]1[CH:10]=[CH:11][C:12]([C:26]2[C:27]([N:46]([CH3:51])[S:47]([CH3:50])(=[O:49])=[O:48])=[CH:28][C:29]3[O:33][C:32]([C:34]4[CH:39]=[CH:38][C:37]([F:40])=[CH:36][CH:35]=4)=[C:31]([C:41]([NH:43][CH3:44])=[O:42])[C:30]=3[CH:45]=2)=[N:13][C:14]=1[C:15]1[C:23]([CH2:24][OH:25])=[C:18]2[CH:19]=[CH:20][CH:21]=[CH:22][N:17]2[N:16]=1)C1C=CC=CC=1. Product: [F:40][C:37]1[CH:36]=[CH:35][C:34]([C:32]2[O:33][C:29]3[CH:28]=[C:27]([N:46]([CH3:51])[S:47]([CH3:50])(=[O:48])=[O:49])[C:26]([C:12]4[CH:11]=[CH:10][C:9]([OH:8])=[C:14]([C:15]5[C:23]([CH2:24][OH:25])=[C:18]6[CH:19]=[CH:20][CH:21]=[CH:22][N:17]6[N:16]=5)[N:13]=4)=[CH:45][C:30]=3[C:31]=2[C:41]([NH:43][CH3:44])=[O:42])=[CH:39][CH:38]=1. The catalyst class is: 19. (3) Reactant: Br[CH2:2][C:3]1[N:4]=[C:5]([CH3:13])[S:6][C:7]=1[C:8]([O:10][CH2:11][CH3:12])=[O:9].C(N)(=[S:16])C. Product: [SH:16][CH2:2][C:3]1[N:4]=[C:5]([CH3:13])[S:6][C:7]=1[C:8]([O:10][CH2:11][CH3:12])=[O:9]. The catalyst class is: 8. (4) Reactant: [CH2:1]([N:3]1[C:7]2=[N:8][C:9]([CH2:21][O:22][CH3:23])=[C:10]([CH2:19][OH:20])[C:11]([C:12]3[CH:13]=[N:14][CH:15]=[C:16]([CH3:18])[CH:17]=3)=[C:6]2[CH:5]=[N:4]1)[CH3:2].[OH-].[Na+].S([O-])([O-])(=O)=O.Br[CH2:32][C:33]([O:35][C:36]([CH3:39])([CH3:38])[CH3:37])=[O:34]. Product: [CH2:1]([N:3]1[C:7]2=[N:8][C:9]([CH2:21][O:22][CH3:23])=[C:10]([CH2:19][O:20][CH2:32][C:33]([O:35][C:36]([CH3:39])([CH3:38])[CH3:37])=[O:34])[C:11]([C:12]3[CH:13]=[N:14][CH:15]=[C:16]([CH3:18])[CH:17]=3)=[C:6]2[CH:5]=[N:4]1)[CH3:2]. The catalyst class is: 226. (5) Reactant: [H-].[Na+].[CH3:3][O:4][CH2:5][CH2:6][OH:7].[Br:8][C:9]1[CH:10]=[CH:11][C:12](Cl)=[N:13][CH:14]=1. Product: [Br:8][C:9]1[CH:10]=[CH:11][C:12]([O:7][CH2:6][CH2:5][O:4][CH3:3])=[N:13][CH:14]=1. The catalyst class is: 57. (6) Reactant: [Cl:1][CH:2]([C:4]1[CH:5]=[CH:6][C:7]([OH:12])=[C:8]([CH:11]=1)[C:9]#[N:10])[CH3:3].Br[CH2:14][C:15]([NH2:17])=[O:16].C(=O)([O-])[O-].[K+].[K+].CC(C)=O. Product: [Cl:1][CH:2]([C:4]1[CH:5]=[CH:6][C:7]([O:12][CH2:14][C:15]([NH2:17])=[O:16])=[C:8]([C:9]#[N:10])[CH:11]=1)[CH3:3]. The catalyst class is: 25. (7) Reactant: [NH2:1][C:2]1[C:7]([C:8]#[N:9])=[C:6](Br)[N:5]=[C:4]([NH:11]C(=O)C)[CH:3]=1.C([O-])([O-])=O.[Cs+].[Cs+].B(CC)(CC)[CH2:22][CH3:23]. Product: [NH2:1][C:2]1[C:7]([C:8]#[N:9])=[C:6]([CH2:22][CH3:23])[N:5]=[C:4]([NH2:11])[CH:3]=1. The catalyst class is: 151. (8) Reactant: Br[C:2]1[CH:15]=[CH:14][C:5]2[C:6]([C:9]([O:11][CH2:12][CH3:13])=[O:10])=[N:7][O:8][C:4]=2[CH:3]=1.[OH:16][C:17]1[CH:22]=[CH:21][C:20](B(O)O)=[CH:19][CH:18]=1.C(=O)([O-])[O-].[Na+].[Na+].C(OCC)(=O)C. Product: [OH:16][C:17]1[CH:22]=[CH:21][C:20]([C:2]2[CH:15]=[CH:14][C:5]3[C:6]([C:9]([O:11][CH2:12][CH3:13])=[O:10])=[N:7][O:8][C:4]=3[CH:3]=2)=[CH:19][CH:18]=1. The catalyst class is: 108. (9) Reactant: [C:1]([O:5][C:6](=[O:29])[NH:7][CH:8]([C:10]1[CH:15]=[CH:14][C:13]([CH2:16][CH2:17][NH:18]C(OCC2C=CC=CC=2)=O)=[CH:12][CH:11]=1)[CH3:9])([CH3:4])([CH3:3])[CH3:2].C1CC=CCC=1.CO. Product: [C:1]([O:5][C:6](=[O:29])[NH:7][CH:8]([C:10]1[CH:15]=[CH:14][C:13]([CH2:16][CH2:17][NH2:18])=[CH:12][CH:11]=1)[CH3:9])([CH3:3])([CH3:2])[CH3:4]. The catalyst class is: 63. (10) Reactant: CC(C[AlH]CC(C)C)C.[F:10][C:11]([F:33])([F:32])[C:12]1[C:16]([C:17](OCC)=[O:18])=[CH:15][N:14]([CH:22]2[CH2:27][CH2:26][CH:25]([C:28]([F:31])([F:30])[F:29])[CH2:24][CH2:23]2)[N:13]=1. Product: [F:33][C:11]([F:10])([F:32])[C:12]1[C:16]([CH2:17][OH:18])=[CH:15][N:14]([CH:22]2[CH2:23][CH2:24][CH:25]([C:28]([F:29])([F:30])[F:31])[CH2:26][CH2:27]2)[N:13]=1. The catalyst class is: 4.